Task: Regression/Classification. Given a drug SMILES string, predict its toxicity properties. Task type varies by dataset: regression for continuous values (e.g., LD50, hERG inhibition percentage) or binary classification for toxic/non-toxic outcomes (e.g., AMES mutagenicity, cardiotoxicity, hepatotoxicity). Dataset: clintox.. Dataset: Clinical trial toxicity outcomes and FDA approval status for drugs (1) The drug is C[N+](C)(CCCCCC[N+](C)(C)C1c2ccccc2-c2ccccc21)C1c2ccccc2-c2ccccc21. The result is 0 (passed clinical trial). (2) The drug is CO[C@H]1C[C@@H]2CC[C@@H](C)[C@@](O)(O2)C(=O)C(=O)N2CCCC[C@H]2C(=O)O[C@H]([C@H](C)C[C@@H]2CC[C@@H](O)[C@H](OC)C2)CC(=O)[C@H](C)/C=C(\C)[C@@H](O)[C@@H](OC)C(=O)[C@H](C)C[C@H](C)/C=C/C=C/C=C/1C. The result is 0 (passed clinical trial). (3) The compound is CCCC(=O)O[C@]1(C(=O)COC(C)=O)CC[C@H]2[C@@H]3C[C@H](F)C4=CC(=O)C=C[C@]4(C)[C@@]3(F)[C@@H](O)C[C@@]21C. The result is 0 (passed clinical trial). (4) The compound is CC(=O)O[C@H]1C[C@H](OC2[C@@H](O)C[C@H](O[C@H]3[C@@H](O)C[C@H](OC4CC[C@]5(C)[C@H]6CC[C@]7(C)[C@@H](C8=CC(=O)OC8)CC[C@]7(O)[C@@H]6CC[C@@H]5C4)O[C@@H]3C)O[C@@H]2C)O[C@H](C)[C@H]1O. The result is 0 (passed clinical trial). (5) The molecule is CN1CCC(CNc2ccc3ncc(-c4cccc(OC(F)(F)F)c4)n3n2)CC1. The result is 1 (failed clinical trial for toxicity). (6) The compound is CC(C)(C)NC(=O)[C@H]1CC[C@H]2[C@@H]3CC[C@H]4NC(=O)C=C[C@]4(C)[C@H]3CC[C@]12C. The result is 0 (passed clinical trial). (7) The drug is CCn1cc(C(=O)[O-])c(=O)c2cc(F)c(N3CC[NH2+]CC3)cc21. The result is 0 (passed clinical trial). (8) The molecule is C[NH+](C)CC(c1ccc(O)cc1)C1(O)CCCCC1. The result is 0 (passed clinical trial). (9) The compound is CC[NH+](CC)CCOc1ccc(/C(=C(\Cl)c2ccccc2)c2ccccc2)cc1. The result is 0 (passed clinical trial).